This data is from Full USPTO retrosynthesis dataset with 1.9M reactions from patents (1976-2016). The task is: Predict the reactants needed to synthesize the given product. (1) Given the product [Cl:24][C:20]1[CH:21]=[CH:22][CH:23]=[C:15]2[C:16]=1[C:17](=[O:19])[N:5]=[C:4]([CH2:3][C:1]#[N:2])[NH:14]2, predict the reactants needed to synthesize it. The reactants are: [C:1]([CH2:3][C:4](=S)[NH2:5])#[N:2].BrCC.[O-]CC.[Na+].[NH2:14][C:15]1[CH:23]=[CH:22][CH:21]=[C:20]([Cl:24])[C:16]=1[C:17]([OH:19])=O. (2) Given the product [N:1]1[CH:6]=[CH:5][CH:4]=[C:3]([NH:7][C:18](=[O:19])[O:20][C:21]([CH3:24])([CH3:23])[CH3:22])[CH:2]=1, predict the reactants needed to synthesize it. The reactants are: [N:1]1[CH:6]=[CH:5][CH:4]=[C:3]([NH2:7])[CH:2]=1.C[Si]([N-][Si](C)(C)C)(C)C.[Na+].[C:18](O[C:18]([O:20][C:21]([CH3:24])([CH3:23])[CH3:22])=[O:19])([O:20][C:21]([CH3:24])([CH3:23])[CH3:22])=[O:19].C.